Task: Regression. Given a peptide amino acid sequence and an MHC pseudo amino acid sequence, predict their binding affinity value. This is MHC class II binding data.. Dataset: Peptide-MHC class II binding affinity with 134,281 pairs from IEDB (1) The peptide sequence is GVLAGLAFQEMENFL. The MHC is HLA-DQA10501-DQB10402 with pseudo-sequence HLA-DQA10501-DQB10402. The binding affinity (normalized) is 0.294. (2) The peptide sequence is EHREVLQWKFDSQLARRH. The MHC is DRB1_0405 with pseudo-sequence DRB1_0405. The binding affinity (normalized) is 0.443. (3) The binding affinity (normalized) is 0. The peptide sequence is ATFEAMYLGTCKTLT. The MHC is HLA-DPA10103-DPB10301 with pseudo-sequence HLA-DPA10103-DPB10301. (4) The peptide sequence is TFTMRLLSPVRVPNY. The MHC is DRB3_0101 with pseudo-sequence DRB3_0101. The binding affinity (normalized) is 0.154. (5) The MHC is DRB1_0701 with pseudo-sequence DRB1_0701. The peptide sequence is NKEVDRLMSMKSIQK. The binding affinity (normalized) is 0.569. (6) The peptide sequence is EQISVLRKAFDAFDR. The MHC is DRB1_0301 with pseudo-sequence DRB1_0301. The binding affinity (normalized) is 0.271. (7) The peptide sequence is PFKVAATAANAAPAN. The binding affinity (normalized) is 0.458. The MHC is DRB1_0901 with pseudo-sequence DRB1_0901. (8) The peptide sequence is YGKPTGAGPKDNGGA. The MHC is HLA-DQA10501-DQB10301 with pseudo-sequence HLA-DQA10501-DQB10301. The binding affinity (normalized) is 0.392.